Dataset: Full USPTO retrosynthesis dataset with 1.9M reactions from patents (1976-2016). Task: Predict the reactants needed to synthesize the given product. Given the product [Br:15][C:3]1[C:4]([F:14])=[C:5]([OH:11])[C:6]([O:8][CH2:9][CH3:10])=[CH:7][C:2]=1[Br:1], predict the reactants needed to synthesize it. The reactants are: [Br:1][C:2]1[CH:7]=[C:6]([O:8][CH2:9][CH3:10])[C:5]([O:11]CC)=[C:4]([F:14])[C:3]=1[Br:15].[Cl-].[Al+3].[Cl-].[Cl-].Cl.